From a dataset of Full USPTO retrosynthesis dataset with 1.9M reactions from patents (1976-2016). Predict the reactants needed to synthesize the given product. (1) Given the product [C:1]([O:5][C:6](=[O:30])[NH:7][C@H:8]1[CH2:13][C@@H:12]([C:14]2[CH:19]=[CH:18][CH:17]=[CH:16][CH:15]=2)[C@@H:11]([CH3:20])[N:10]2[C:23]([C:24]([O:27][CH3:28])([CH3:25])[CH3:26])=[CH:22][N:21]=[C:9]12)([CH3:2])([CH3:3])[CH3:4], predict the reactants needed to synthesize it. The reactants are: [C:1]([O:5][C:6](=[O:30])[NH:7][C@H:8]1[CH2:13][C@@H:12]([C:14]2[CH:19]=[CH:18][CH:17]=[CH:16][CH:15]=2)[C@@H:11]([CH3:20])[NH:10][C:9]1=[N:21][CH2:22][CH:23](O)[C:24]([O:27][CH3:28])([CH3:26])[CH3:25])([CH3:4])([CH3:3])[CH3:2].[Cr](O[Cr]([O-])(=O)=O)([O-])(=O)=O.[NH+]1C=CC=CC=1.[NH+]1C=CC=CC=1.C(=O)(O)[O-].[Na+].O. (2) Given the product [C:1]([O:6][C@@H:7]([C:9]1[N:14]=[C:13]([O:15][S:24]([CH3:23])(=[O:26])=[O:25])[CH:12]=[CH:11][N:10]=1)[CH3:8])(=[O:5])[CH2:2][CH2:3][CH3:4], predict the reactants needed to synthesize it. The reactants are: [C:1]([O:6][C@@H:7]([C:9]1[NH:14][C:13](=[O:15])[CH:12]=[CH:11][N:10]=1)[CH3:8])(=[O:5])[CH2:2][CH2:3][CH3:4].C(N(CC)CC)C.[CH3:23][S:24](Cl)(=[O:26])=[O:25]. (3) Given the product [C:1]([C:5]1[CH:6]=[C:7]2[C:8](=[CH:12][CH:13]=1)[C:9](=[O:10])[NH:18][C:15](=[O:17])[CH2:14]2)([CH3:4])([CH3:3])[CH3:2], predict the reactants needed to synthesize it. The reactants are: [C:1]([C:5]1[CH:13]=[CH:12][C:8]([C:9](O)=[O:10])=[C:7]([CH2:14][C:15]([OH:17])=O)[CH:6]=1)([CH3:4])([CH3:3])[CH3:2].[NH2:18]C(N)=O. (4) Given the product [F:1][C:2]1[CH:25]=[CH:24][CH:23]=[C:22]([C:26]([F:27])([F:28])[F:29])[C:3]=1[C:4]([NH:6][C:7]1[S:18][C:10]2[C:11]([CH3:16])([CH3:17])[O:12][C:13]([CH3:14])([CH3:15])[C:9]=2[C:8]=1[C:19]([NH:33][CH2:32][CH2:31][OH:30])=[O:21])=[O:5], predict the reactants needed to synthesize it. The reactants are: [F:1][C:2]1[CH:25]=[CH:24][CH:23]=[C:22]([C:26]([F:29])([F:28])[F:27])[C:3]=1[C:4]([NH:6][C:7]1[S:18][C:10]2[C:11]([CH3:17])([CH3:16])[O:12][C:13]([CH3:15])([CH3:14])[C:9]=2[C:8]=1[C:19]([OH:21])=O)=[O:5].[OH:30][CH2:31][CH2:32][NH2:33]. (5) The reactants are: [CH3:1][S:2]([C:5]1[CH:23]=[CH:22][C:8]([CH:9]=[C:10]2[C:19]3[C:14](=[CH:15][CH:16]=[CH:17][CH:18]=3)[CH2:13][CH2:12]/[C:11]/2=[N:20]\[OH:21])=[CH:7][CH:6]=1)(=[O:4])=[O:3].[CH2:24](I)[CH3:25].C(=O)([O-])[O-].[K+].[K+].CN(C)C=O. Given the product [CH2:24]([O:21]/[N:20]=[C:11]1/[C:10](=[CH:9][C:8]2[CH:7]=[CH:6][C:5]([S:2]([CH3:1])(=[O:4])=[O:3])=[CH:23][CH:22]=2)[C:19]2[C:14]([CH2:13][CH2:12]/1)=[CH:15][CH:16]=[CH:17][CH:18]=2)[CH3:25], predict the reactants needed to synthesize it. (6) Given the product [CH2:17]([C:18]1[CH:21]=[CH:32][C:30]([NH:31][C:2]2[CH:7]=[CH:6][C:5](/[CH:8]=[CH:9]/[C:10]3[CH:15]=[CH:14][C:13]([NH:31][C:30]4[CH:29]=[CH:28][C:27]([CH2:23][CH2:24][CH2:25][CH3:26])=[CH:33][CH:32]=4)=[CH:12][CH:11]=3)=[CH:4][CH:3]=2)=[CH:29][CH:19]=1)[CH2:24][CH2:23][CH3:27], predict the reactants needed to synthesize it. The reactants are: Br[C:2]1[CH:7]=[CH:6][C:5](/[CH:8]=[CH:9]/[C:10]2[CH:15]=[CH:14][C:13](Br)=[CH:12][CH:11]=2)=[CH:4][CH:3]=1.[CH3:17][C:18]([CH3:21])([O-])[CH3:19].[Na+].[CH2:23]([C:27]1[CH:33]=[CH:32][C:30]([NH2:31])=[CH:29][CH:28]=1)[CH2:24][CH2:25][CH3:26]. (7) Given the product [CH:1]1[C:2]([CH2:10][C@@H:11]([NH2:28])[CH2:12][C:13]([N:15]2[CH2:27][C:19]3=[N:20][N:21]=[C:22]([C:23]([F:26])([F:25])[F:24])[N:18]3[CH2:17][CH2:16]2)=[O:14])=[C:3]([F:9])[CH:4]=[C:5]([F:8])[C:6]=1[F:7].[BrH:29], predict the reactants needed to synthesize it. The reactants are: [CH:1]1[C:2]([CH2:10][C@@H:11]([NH2:28])[CH2:12][C:13]([N:15]2[CH2:27][C:19]3=[N:20][N:21]=[C:22]([C:23]([F:26])([F:25])[F:24])[N:18]3[CH2:17][CH2:16]2)=[O:14])=[C:3]([F:9])[CH:4]=[C:5]([F:8])[C:6]=1[F:7].[BrH:29]. (8) The reactants are: Br[C:2]1[CH:3]=[C:4]([CH:12]=[C:13]([C:15]([OH:24])([C:20]([F:23])([F:22])[F:21])[C:16]([F:19])([F:18])[F:17])[CH:14]=1)[C:5]([O:7][C:8]([CH3:11])([CH3:10])[CH3:9])=[O:6].[CH3:25][C:26]1[CH:31]=[CH:30][C:29](B(O)O)=[CH:28][CH:27]=1.C([O-])([O-])=O.[K+].[K+]. Given the product [CH3:25][C:26]1[CH:31]=[CH:30][C:29]([C:2]2[CH:14]=[C:13]([C:15]([OH:24])([C:20]([F:21])([F:22])[F:23])[C:16]([F:17])([F:19])[F:18])[CH:12]=[C:4]([C:5]([O:7][C:8]([CH3:9])([CH3:10])[CH3:11])=[O:6])[CH:3]=2)=[CH:28][CH:27]=1, predict the reactants needed to synthesize it. (9) Given the product [CH3:1][C:2]1[CH:7]=[C:6]([Cl:8])[CH:5]=[CH:4][C:3]=1[O:9][CH2:10][C:11]([O-:13])=[O:12].[K+:15], predict the reactants needed to synthesize it. The reactants are: [CH3:1][C:2]1[CH:7]=[C:6]([Cl:8])[CH:5]=[CH:4][C:3]=1[O:9][CH2:10][C:11]([OH:13])=[O:12].[OH-].[K+:15].C1(C)C=CC=CC=1.O.